Predict the product of the given reaction. From a dataset of Forward reaction prediction with 1.9M reactions from USPTO patents (1976-2016). (1) Given the reactants [CH:1]1([C:4]2[O:8][N:7]=[C:6]([C:9]3[CH:14]=[CH:13][CH:12]=[CH:11][C:10]=3[CH3:15])[C:5]=2[CH2:16]O)[CH2:3][CH2:2]1.C1(P(C2C=CC=CC=2)C2C=CC=CC=2)C=CC=CC=1.C(Br)(Br)(Br)[Br:38], predict the reaction product. The product is: [Br:38][CH2:16][C:5]1[C:6]([C:9]2[CH:14]=[CH:13][CH:12]=[CH:11][C:10]=2[CH3:15])=[N:7][O:8][C:4]=1[CH:1]1[CH2:3][CH2:2]1. (2) Given the reactants O.[OH-].[Li+].[CH3:4][C:5]([CH3:34])([CH2:32][CH3:33])[C@@H:6]([O:19][C:20]([NH:22][C@@H:23]([CH2:28][CH2:29][CH2:30][CH3:31])[C:24]([O:26]C)=O)=[O:21])[CH2:7][C:8]1[O:9][C:10]([C:13]2[CH:18]=[CH:17][CH:16]=[CH:15][CH:14]=2)=[N:11][N:12]=1.Cl.[C:36]1([P:42](=[CH:55][C:56]#[N:57])([C:49]2[CH:54]=[CH:53][CH:52]=[CH:51][CH:50]=2)[C:43]2[CH:48]=[CH:47][CH:46]=[CH:45][CH:44]=2)[CH:41]=[CH:40][CH:39]=[CH:38][CH:37]=1, predict the reaction product. The product is: [C:56]([C:55](=[P:42]([C:43]1[CH:48]=[CH:47][CH:46]=[CH:45][CH:44]=1)([C:36]1[CH:37]=[CH:38][CH:39]=[CH:40][CH:41]=1)[C:49]1[CH:54]=[CH:53][CH:52]=[CH:51][CH:50]=1)[C:24]([C@@H:23]([NH:22][C:20](=[O:21])[O:19][C@@H:6]([CH2:7][C:8]1[O:9][C:10]([C:13]2[CH:14]=[CH:15][CH:16]=[CH:17][CH:18]=2)=[N:11][N:12]=1)[C:5]([CH3:4])([CH3:34])[CH2:32][CH3:33])[CH2:28][CH2:29][CH2:30][CH3:31])=[O:26])#[N:57]. (3) The product is: [Cl:1][C:2]1[CH:3]=[C:4]([NH:9][C:10]2[N:15]=[CH:14][N:13]=[C:12]([NH:16][C:17]3[CH:18]=[C:19]([NH:23][S:34]([CH:33]=[CH2:32])(=[O:36])=[O:35])[CH:20]=[CH:21][CH:22]=3)[CH:11]=2)[CH:5]=[CH:6][C:7]=1[F:8]. Given the reactants [Cl:1][C:2]1[CH:3]=[C:4]([NH:9][C:10]2[N:15]=[CH:14][N:13]=[C:12]([NH:16][C:17]3[CH:18]=[C:19]([NH2:23])[CH:20]=[CH:21][CH:22]=3)[CH:11]=2)[CH:5]=[CH:6][C:7]=1[F:8].C(N(CC)CC)C.Cl[CH2:32][CH2:33][S:34](Cl)(=[O:36])=[O:35], predict the reaction product. (4) Given the reactants Br[C:2]1[N:6]2[N:7]=[C:8]([C:11]3[CH:16]=[CH:15][C:14]([C:17]([N:19]4[CH2:24][CH2:23][CH:22]([N:25]([CH3:27])[CH3:26])[CH2:21][CH2:20]4)=[O:18])=[CH:13][CH:12]=3)[CH:9]=[CH:10][C:5]2=[N:4][CH:3]=1.[C:28]([C:30]1[CH:35]=[CH:34][C:33](B(O)O)=[CH:32][CH:31]=1)#[N:29].[O-]P([O-])([O-])=O.[K+].[K+].[K+], predict the reaction product. The product is: [CH3:27][N:25]([CH3:26])[CH:22]1[CH2:23][CH2:24][N:19]([C:17]([C:14]2[CH:13]=[CH:12][C:11]([C:8]3[CH:9]=[CH:10][C:5]4[N:6]([C:2]([C:33]5[CH:34]=[CH:35][C:30]([C:28]#[N:29])=[CH:31][CH:32]=5)=[CH:3][N:4]=4)[N:7]=3)=[CH:16][CH:15]=2)=[O:18])[CH2:20][CH2:21]1. (5) Given the reactants C(OC([NH:8][C:9]1[C:10]([NH:20][C:21]([C:23]2[CH:43]=[CH:42][C:26]([CH2:27][NH:28][C:29](=[O:41])[O:30][C:31]3[CH:40]=[CH:39][C:38]4[C:33](=[CH:34][CH:35]=[CH:36][CH:37]=4)[CH:32]=3)=[CH:25][CH:24]=2)=[O:22])=[N:11][N:12]([C:14]2[CH:19]=[CH:18][CH:17]=[CH:16][CH:15]=2)[CH:13]=1)=O)(C)(C)C.Cl, predict the reaction product. The product is: [NH2:8][C:9]1[C:10]([NH:20][C:21]([C:23]2[CH:43]=[CH:42][C:26]([CH2:27][NH:28][C:29](=[O:41])[O:30][C:31]3[CH:40]=[CH:39][C:38]4[C:33](=[CH:34][CH:35]=[CH:36][CH:37]=4)[CH:32]=3)=[CH:25][CH:24]=2)=[O:22])=[N:11][N:12]([C:14]2[CH:19]=[CH:18][CH:17]=[CH:16][CH:15]=2)[CH:13]=1. (6) Given the reactants [NH2:1][C:2]1[CH:10]=[CH:9][CH:8]=[C:7]2[C:3]=1[C:4](=[O:25])[N:5]([C:12]1([F:24])[CH2:17][CH:16]([O:18]C(=O)C)[C:15](=[O:22])[NH:14][C:13]1=[O:23])[C:6]2=[O:11].C1(C)C=CC(S(O)(=O)=O)=CC=1, predict the reaction product. The product is: [NH2:1][C:2]1[CH:10]=[CH:9][CH:8]=[C:7]2[C:3]=1[C:4](=[O:25])[N:5]([C:12]1([F:24])[CH2:17][CH:16]([OH:18])[C:15](=[O:22])[NH:14][C:13]1=[O:23])[C:6]2=[O:11].